From a dataset of Forward reaction prediction with 1.9M reactions from USPTO patents (1976-2016). Predict the product of the given reaction. Given the reactants Cl.[Cl:2][C:3]1[CH:8]=[CH:7][CH:6]=[CH:5][C:4]=1[NH:9][NH2:10].[Br:11][C:12]1[CH:13]=[CH:14][C:15]([C:18](=O)[CH2:19][C:20](=O)[C:21]([O:23][CH3:24])=[O:22])=[N:16][CH:17]=1.C([O-])(O)=O.[Na+], predict the reaction product. The product is: [Br:11][C:12]1[CH:13]=[CH:14][C:15]([C:18]2[N:9]([C:4]3[CH:5]=[CH:6][CH:7]=[CH:8][C:3]=3[Cl:2])[N:10]=[C:20]([C:21]([O:23][CH3:24])=[O:22])[CH:19]=2)=[N:16][CH:17]=1.